From a dataset of NCI-60 drug combinations with 297,098 pairs across 59 cell lines. Regression. Given two drug SMILES strings and cell line genomic features, predict the synergy score measuring deviation from expected non-interaction effect. (1) Drug 1: CC1=C(C(=CC=C1)Cl)NC(=O)C2=CN=C(S2)NC3=CC(=NC(=N3)C)N4CCN(CC4)CCO. Drug 2: CC(C)NC(=O)C1=CC=C(C=C1)CNNC.Cl. Cell line: A549. Synergy scores: CSS=8.49, Synergy_ZIP=-0.701, Synergy_Bliss=4.15, Synergy_Loewe=-6.46, Synergy_HSA=1.20. (2) Drug 1: C1CCC(C1)C(CC#N)N2C=C(C=N2)C3=C4C=CNC4=NC=N3. Drug 2: CN(C)C1=NC(=NC(=N1)N(C)C)N(C)C. Cell line: HOP-92. Synergy scores: CSS=3.14, Synergy_ZIP=-0.169, Synergy_Bliss=2.44, Synergy_Loewe=-0.332, Synergy_HSA=1.24. (3) Drug 1: CC1=C2C(C(=O)C3(C(CC4C(C3C(C(C2(C)C)(CC1OC(=O)C(C(C5=CC=CC=C5)NC(=O)OC(C)(C)C)O)O)OC(=O)C6=CC=CC=C6)(CO4)OC(=O)C)OC)C)OC. Cell line: SK-MEL-2. Drug 2: CC1C(C(CC(O1)OC2CC(CC3=C2C(=C4C(=C3O)C(=O)C5=C(C4=O)C(=CC=C5)OC)O)(C(=O)C)O)N)O.Cl. Synergy scores: CSS=59.4, Synergy_ZIP=9.71, Synergy_Bliss=8.65, Synergy_Loewe=-3.11, Synergy_HSA=10.8. (4) Drug 1: CCC1=CC2CC(C3=C(CN(C2)C1)C4=CC=CC=C4N3)(C5=C(C=C6C(=C5)C78CCN9C7C(C=CC9)(C(C(C8N6C)(C(=O)OC)O)OC(=O)C)CC)OC)C(=O)OC.C(C(C(=O)O)O)(C(=O)O)O. Drug 2: CC1=C(C(CCC1)(C)C)C=CC(=CC=CC(=CC(=O)O)C)C. Cell line: CAKI-1. Synergy scores: CSS=23.2, Synergy_ZIP=-9.91, Synergy_Bliss=-7.33, Synergy_Loewe=-2.17, Synergy_HSA=-1.49. (5) Drug 1: CC12CCC(CC1=CCC3C2CCC4(C3CC=C4C5=CN=CC=C5)C)O. Drug 2: CC1OCC2C(O1)C(C(C(O2)OC3C4COC(=O)C4C(C5=CC6=C(C=C35)OCO6)C7=CC(=C(C(=C7)OC)O)OC)O)O. Cell line: BT-549. Synergy scores: CSS=32.2, Synergy_ZIP=2.85, Synergy_Bliss=3.41, Synergy_Loewe=-9.01, Synergy_HSA=3.37. (6) Drug 1: CC12CCC(CC1=CCC3C2CCC4(C3CC=C4C5=CN=CC=C5)C)O. Drug 2: C(=O)(N)NO. Cell line: HCC-2998. Synergy scores: CSS=27.0, Synergy_ZIP=7.14, Synergy_Bliss=6.64, Synergy_Loewe=4.08, Synergy_HSA=4.78.